This data is from Tyrosyl-DNA phosphodiesterase HTS with 341,365 compounds. The task is: Binary Classification. Given a drug SMILES string, predict its activity (active/inactive) in a high-throughput screening assay against a specified biological target. The result is 0 (inactive). The compound is O(c1c(ccc(c1)C)C)Cc1onc(n1)c1cccnc1.